This data is from Catalyst prediction with 721,799 reactions and 888 catalyst types from USPTO. The task is: Predict which catalyst facilitates the given reaction. (1) Reactant: [CH3:13][O:12][C:10](=O)[C:9](N=N[C:9]([CH3:15])(C)[C:10]([O:12][CH3:13])=O)(C)[CH3:15].[OH2:17].CO.C[C:21](=[O:24])[CH2:22]C. Product: [C:21]([O:24][CH:9]([CH3:15])[CH2:10][O:12][CH3:13])(=[O:17])[CH3:22]. The catalyst class is: 81. (2) Reactant: [CH:1]1[C:6]([CH:7]=O)=[CH:5][C:4]2[O:9][CH2:10][O:11][C:3]=2[CH:2]=1.[CH3:12][C:13]([C:15]1[CH:20]=[C:19]([O:21][CH3:22])[CH:18]=[CH:17][C:16]=1[O:23][CH3:24])=[O:14].[OH-].[Na+]. Product: [CH2:10]1[O:11][C:3]2[CH:2]=[CH:1][C:6](/[CH:7]=[CH:12]/[C:13]([C:15]3[CH:20]=[C:19]([O:21][CH3:22])[CH:18]=[CH:17][C:16]=3[O:23][CH3:24])=[O:14])=[CH:5][C:4]=2[O:9]1. The catalyst class is: 5. (3) Reactant: [CH3:1][C:2]1([C:24]2[CH:29]=[CH:28][CH:27]=[CH:26][CH:25]=2)[O:7][C:6](=[O:8])[N:5]([C@H:9]([C:11]2[CH:12]=[C:13]([CH:21]=[CH:22][CH:23]=2)[O:14][CH2:15][C:16]([O:18]CC)=[O:17])[CH3:10])[CH2:4][CH2:3]1.O.[OH-].[Li+].Cl. Product: [CH3:1][C:2]1([C:24]2[CH:29]=[CH:28][CH:27]=[CH:26][CH:25]=2)[O:7][C:6](=[O:8])[N:5]([C@H:9]([C:11]2[CH:12]=[C:13]([CH:21]=[CH:22][CH:23]=2)[O:14][CH2:15][C:16]([OH:18])=[O:17])[CH3:10])[CH2:4][CH2:3]1. The catalyst class is: 20. (4) Reactant: Br[C:2]1[S:3][CH:4]=[C:5]([C:7]2[CH:12]=[CH:11][CH:10]=[C:9]([C:13]([F:16])([F:15])[F:14])[CH:8]=2)[N:6]=1.[N:17]1([C:23]([O:25][C:26]([CH3:29])([CH3:28])[CH3:27])=[O:24])[CH2:22][CH2:21][NH:20][CH2:19][CH2:18]1.C(=O)([O-])[O-].[K+].[K+].O. Product: [F:14][C:13]([F:16])([F:15])[C:9]1[CH:8]=[C:7]([C:5]2[N:6]=[C:2]([N:20]3[CH2:19][CH2:18][N:17]([C:23]([O:25][C:26]([CH3:29])([CH3:28])[CH3:27])=[O:24])[CH2:22][CH2:21]3)[S:3][CH:4]=2)[CH:12]=[CH:11][CH:10]=1. The catalyst class is: 9. (5) Reactant: [CH:1]([N:4]1[CH2:9][CH2:8][N:7]([C:10]2[CH:15]=[CH:14][C:13]([N+:16]([O-])=O)=[C:12]([CH3:19])[CH:11]=2)[CH2:6][CH2:5]1)([CH3:3])[CH3:2].C([O-])C.[K+].[CH2:24]([O:26][C:27](=[O:33])[C:28](OCC)=O)[CH3:25]. Product: [CH2:24]([O:26][C:27]([C:28]1[NH:16][C:13]2[C:12]([CH:19]=1)=[CH:11][C:10]([N:7]1[CH2:8][CH2:9][N:4]([CH:1]([CH3:3])[CH3:2])[CH2:5][CH2:6]1)=[CH:15][CH:14]=2)=[O:33])[CH3:25]. The catalyst class is: 7. (6) Reactant: Br[C:2]1[CH:9]=[C:8]([CH2:10][O:11][CH:12]([C:17]2[S:21][C:20]([C:22]3[CH:27]=[CH:26][C:25]([C:28]([F:31])([F:30])[F:29])=[CH:24][CH:23]=3)=[N:19][C:18]=2[CH3:32])[C:13]([F:16])([F:15])[F:14])[CH:7]=[CH:6][C:3]=1[C:4]#[N:5].C1(P([CH:46]2[CH2:51][CH2:50]CCC2)C2CCCCC2)CCCCC1.C1(B(O)O)CC1.O.P([O-])([O-])([O-])=O.[K+].[K+].[K+]. Product: [CH:50]1([C:2]2[CH:9]=[C:8]([CH2:10][O:11][CH:12]([C:17]3[S:21][C:20]([C:22]4[CH:27]=[CH:26][C:25]([C:28]([F:31])([F:30])[F:29])=[CH:24][CH:23]=4)=[N:19][C:18]=3[CH3:32])[C:13]([F:16])([F:15])[F:14])[CH:7]=[CH:6][C:3]=2[C:4]#[N:5])[CH2:51][CH2:46]1. The catalyst class is: 727. (7) Reactant: Br[C:2]1[C:3]([N:11]2[CH2:16][CH2:15][N:14]([C:17](=[O:35])[C@H:18]([NH:27][C:28](=[O:34])[O:29][C:30]([CH3:33])([CH3:32])[CH3:31])[CH2:19][C:20]3[CH:25]=[CH:24][C:23]([Cl:26])=[CH:22][CH:21]=3)[CH2:13][CH2:12]2)=[C:4]2[CH:10]=[CH:9][NH:8][C:5]2=[N:6][CH:7]=1.[C:36]1(B(O)O)[CH:41]=[CH:40][CH:39]=[CH:38][CH:37]=1.C([O-])([O-])=O.[K+].[K+]. Product: [Cl:26][C:23]1[CH:22]=[CH:21][C:20]([CH2:19][C@@H:18]([NH:27][C:28](=[O:34])[O:29][C:30]([CH3:32])([CH3:31])[CH3:33])[C:17](=[O:35])[N:14]2[CH2:15][CH2:16][N:11]([C:3]3[C:2]([C:36]4[CH:41]=[CH:40][CH:39]=[CH:38][CH:37]=4)=[CH:7][N:6]=[C:5]4[NH:8][CH:9]=[CH:10][C:4]=34)[CH2:12][CH2:13]2)=[CH:25][CH:24]=1. The catalyst class is: 73. (8) Reactant: [H-].[Na+].[CH2:3]([C:5]1[CH:13]=[C:12]2[C:8]([C:9]([CH:14]=[O:15])=[CH:10][NH:11]2)=[CH:7][CH:6]=1)[CH3:4].ClS([N:20]=[C:21]=[O:22])(=O)=O.C(O)(=O)C. Product: [CH2:3]([C:5]1[CH:13]=[C:12]2[C:8]([C:9]([CH:14]=[O:15])=[CH:10][N:11]2[C:21]([NH2:20])=[O:22])=[CH:7][CH:6]=1)[CH3:4]. The catalyst class is: 20. (9) Reactant: [C:1]1([C:28]2[CH:33]=[CH:32][CH:31]=[CH:30][CH:29]=2)[CH:6]=[CH:5][C:4]([C:7]([N:9]2[CH2:14][CH2:13][CH:12]([C:15]3[NH:19][C:18]4[CH:20]=[CH:21][C:22]([C:24]([O:26]C)=O)=[CH:23][C:17]=4[N:16]=3)[CH2:11][CH2:10]2)=[O:8])=[CH:3][CH:2]=1.[CH3:34][NH2:35]. Product: [C:1]1([C:28]2[CH:29]=[CH:30][CH:31]=[CH:32][CH:33]=2)[CH:6]=[CH:5][C:4]([C:7]([N:9]2[CH2:14][CH2:13][CH:12]([C:15]3[NH:19][C:18]4[CH:20]=[CH:21][C:22]([C:24]([NH:35][CH3:34])=[O:26])=[CH:23][C:17]=4[N:16]=3)[CH2:11][CH2:10]2)=[O:8])=[CH:3][CH:2]=1. The catalyst class is: 14.